Dataset: Catalyst prediction with 721,799 reactions and 888 catalyst types from USPTO. Task: Predict which catalyst facilitates the given reaction. Reactant: [NH2:1][CH:2]([C:4]1[CH:5]=[C:6]2[N:11]([C:12]=1[C:13]1[CH2:14][CH2:15][N:16]([C:19]([O:21][C:22]([CH3:25])([CH3:24])[CH3:23])=[O:20])[CH2:17][CH:18]=1)[CH:10]=[CH:9][CH:8]=[CH:7]2)[CH3:3].[NH2:26][C:27]1[C:32]([C:33]#[N:34])=[C:31](Cl)[N:30]=[CH:29][N:28]=1.CCN(C(C)C)C(C)C. Product: [NH2:26][C:27]1[N:28]=[CH:29][N:30]=[C:31]([NH:1][CH:2]([C:4]2[CH:5]=[C:6]3[N:11]([C:12]=2[C:13]2[CH2:14][CH2:15][N:16]([C:19]([O:21][C:22]([CH3:24])([CH3:23])[CH3:25])=[O:20])[CH2:17][CH:18]=2)[CH:10]=[CH:9][CH:8]=[CH:7]3)[CH3:3])[C:32]=1[C:33]#[N:34]. The catalyst class is: 218.